Dataset: Full USPTO retrosynthesis dataset with 1.9M reactions from patents (1976-2016). Task: Predict the reactants needed to synthesize the given product. (1) Given the product [CH2:11]([N:10]1[C:4]2[CH:3]=[C:2]([O:50][C:49]3[CH:20]=[CH:25][CH:24]=[C:23]([CH2:22][CH2:21][C:40]([N:37]4[CH2:38][CH2:39][N:26]([CH3:27])[CH2:35][CH2:36]4)=[O:43])[CH:48]=3)[N:7]=[CH:6][C:5]=2[N:8]=[C:9]1[C:13]1[C:14]([NH2:18])=[N:15][O:16][N:17]=1)[CH3:12], predict the reactants needed to synthesize it. The reactants are: Br[C:2]1[N:7]=[CH:6][C:5]2[N:8]=[C:9]([C:13]3[C:14]([NH2:18])=[N:15][O:16][N:17]=3)[N:10]([CH2:11][CH3:12])[C:4]=2[CH:3]=1.N[C:20]1[CH:25]=[CH:24][CH:23]=[CH:22][CH:21]=1.[N:26]1[C:39]2C(=CC=C3[C:38]=2[N:37]=[CH:36][CH:35]=C3)C=C[CH:27]=1.[C:40]([O-:43])([O-])=O.[Cs+].[Cs+].CO[CH2:48][CH2:49][O:50]C. (2) Given the product [C:1]([C:5]1[CH:20]=[CH:19][C:8]([CH2:9][N:10]([CH2:11][CH2:12][C:13]2[CH:18]=[CH:17][N:16]=[CH:15][CH:14]=2)[C:31]([C:29]2[CH:30]=[C:22]([Cl:21])[CH:23]=[C:24]3[C:28]=2[NH:27][CH:26]=[CH:25]3)=[O:32])=[CH:7][CH:6]=1)([CH3:4])([CH3:2])[CH3:3], predict the reactants needed to synthesize it. The reactants are: [C:1]([C:5]1[CH:20]=[CH:19][C:8]([CH2:9][NH:10][CH2:11][CH2:12][C:13]2[CH:18]=[CH:17][N:16]=[CH:15][CH:14]=2)=[CH:7][CH:6]=1)([CH3:4])([CH3:3])[CH3:2].[Cl:21][C:22]1[CH:23]=[C:24]2[C:28](=[C:29]([C:31](O)=[O:32])[CH:30]=1)[NH:27][CH:26]=[CH:25]2.CCN=C=NCCCN(C)C.Cl. (3) Given the product [CH2:28]([C:9]1[C:10]2[C:15](=[CH:14][CH:13]=[CH:12][C:11]=2[NH:16][C:17]([C:19]2[N:23]3[CH:24]=[CH:25][CH:26]=[CH:27][C:22]3=[N:21][CH:20]=2)=[O:18])[N:7]([CH2:6][C:4]2[CH:5]=[N:1][N:2]([C@@H:38]3[CH2:37][CH2:36][N:35]([C:44]([O:46][C:47]([CH3:49])([CH3:48])[CH3:50])=[O:45])[CH2:34][C@H:33]3[F:32])[CH:3]=2)[N:8]=1)[CH3:29], predict the reactants needed to synthesize it. The reactants are: [NH:1]1[CH:5]=[C:4]([CH2:6][N:7]2[C:15]3[C:10](=[C:11]([NH:16][C:17]([C:19]4[N:23]5[CH:24]=[CH:25][CH:26]=[CH:27][C:22]5=[N:21][CH:20]=4)=[O:18])[CH:12]=[CH:13][CH:14]=3)[C:9]([CH2:28][CH3:29])=[N:8]2)[CH:3]=[N:2]1.[H-].[Na+].[F:32][C@H:33]1[C@@H:38](OS(C)(=O)=O)[CH2:37][CH2:36][N:35]([C:44]([O:46][C:47]([CH3:50])([CH3:49])[CH3:48])=[O:45])[CH2:34]1.CS(OC1CCN(C(OC(C)(C)C)=O)CC1)(=O)=O. (4) Given the product [C:3]([O:5][C:6]1[CH:11]=[CH:10][C:9]([C:12](=[O:26])[NH:13][CH2:14][C:15]2[NH:19][N:18]=[C:17]([C:20]3[CH:21]=[CH:22][N:23]=[CH:24][CH:25]=3)[N:16]=2)=[C:8]([OH:27])[CH:7]=1)(=[O:4])[C:2]([CH3:35])([CH3:34])[CH3:1], predict the reactants needed to synthesize it. The reactants are: [CH3:1][C:2]([CH3:35])([CH3:34])[C:3]([O:5][C:6]1[CH:11]=[CH:10][C:9]([C:12](=[O:26])[NH:13][CH2:14][C:15]2[NH:19][N:18]=[C:17]([C:20]3[CH:25]=[CH:24][N:23]=[CH:22][CH:21]=3)[N:16]=2)=[C:8]([O:27]C(=O)C(C)(C)C)[CH:7]=1)=[O:4].O.C([O-])(O)=O.[Na+]. (5) Given the product [F:29][C:26]([F:27])([F:28])[C:24]1[CH:25]=[C:20]([C:17]2[CH:18]=[CH:19][C:14]([C:13]([F:34])([F:33])[F:12])=[CH:15][CH:16]=2)[N:21]=[C:22]([C:30]2[O:9][N:8]=[C:6]([C:5]3[CH:10]=[CH:11][C:2]([NH2:1])=[N:3][CH:4]=3)[N:7]=2)[N:23]=1, predict the reactants needed to synthesize it. The reactants are: [NH2:1][C:2]1[CH:11]=[CH:10][C:5]([C:6]([NH:8][OH:9])=[NH:7])=[CH:4][N:3]=1.[F:12][C:13]([F:34])([F:33])[C:14]1[CH:19]=[CH:18][C:17]([C:20]2[CH:25]=[C:24]([C:26]([F:29])([F:28])[F:27])[N:23]=[C:22]([C:30](O)=O)[N:21]=2)=[CH:16][CH:15]=1. (6) Given the product [NH2:1][C:2]1[C:11]2[N:12]=[C:13]([CH2:23][O:24][CH2:25][CH3:26])[N:14]([CH2:15][C:16]([NH:19][C:20](=[O:22])[CH3:21])([CH3:18])[CH3:17])[C:10]=2[C:9]2[CH:8]=[CH:7][C:6]([OH:27])=[CH:5][C:4]=2[N:3]=1, predict the reactants needed to synthesize it. The reactants are: [NH2:1][C:2]1[C:11]2[N:12]=[C:13]([CH2:23][O:24][CH2:25][CH3:26])[N:14]([CH2:15][C:16]([NH:19][C:20](=[O:22])[CH3:21])([CH3:18])[CH3:17])[C:10]=2[C:9]2[CH:8]=[CH:7][C:6]([O:27]CC3C=CC=CC=3)=[CH:5][C:4]=2[N:3]=1.[H][H]. (7) Given the product [Cl:1][C:2]1[CH:3]=[CH:4][C:5]2[N:11]3[C:12]([C:15]([F:18])([F:17])[F:16])=[N:13][N:14]=[C:10]3[C@@H:9]([CH2:19][C:20]([OH:22])=[O:21])[O:8][C@H:7]([C:25]3[CH:30]=[CH:29][CH:28]=[C:27]([O:31][CH3:32])[C:26]=3[Cl:33])[C:6]=2[CH:34]=1, predict the reactants needed to synthesize it. The reactants are: [Cl:1][C:2]1[CH:3]=[CH:4][C:5]2[N:11]3[C:12]([C:15]([F:18])([F:17])[F:16])=[N:13][N:14]=[C:10]3[C@@H:9]([CH2:19][C:20]([O:22]CC)=[O:21])[O:8][C@H:7]([C:25]3[CH:30]=[CH:29][CH:28]=[C:27]([O:31][CH3:32])[C:26]=3[Cl:33])[C:6]=2[CH:34]=1.Cl. (8) The reactants are: Br[C:2]1[CH:3]=[C:4]([CH:8]=[C:9]([CH:11]=[O:12])[CH:10]=1)[C:5]([OH:7])=[O:6].B(O)(O)[C:14]1[CH:15]=[CH:16][C:17]([CH3:20])=[CH:18][CH:19]=1.C1(C)C=CC=CC=1.C(=O)([O-])[O-].[Cs+].[Cs+]. Given the product [CH:11]([C:9]1[CH:8]=[C:4]([C:5]([OH:7])=[O:6])[CH:3]=[C:2]([C:14]2[CH:19]=[CH:18][C:17]([CH3:20])=[CH:16][CH:15]=2)[CH:10]=1)=[O:12], predict the reactants needed to synthesize it. (9) Given the product [CH2:1]([C@H:4]([CH2:9][CH2:10][CH2:11][CH2:12][CH2:13][CH3:14])[C:5]([OH:7])=[O:6])[CH:2]=[CH2:3], predict the reactants needed to synthesize it. The reactants are: [CH2:1]([C@H:4]([CH2:9][CH2:10][CH2:11][CH2:12][CH2:13][CH3:14])[C:5]([O:7]C)=[O:6])[CH:2]=[CH2:3].S(=O)(=O)(O)O. (10) Given the product [N+:14]([C:9]1[CH:10]=[CH:11][CH:12]=[CH:13][C:8]=1[C:5]1[CH:6]=[CH:7][C:2]([O:1][CH2:26][C:22]2[CH:21]=[C:20]([CH:25]=[CH:24][CH:23]=2)[C:19]([OH:28])=[O:18])=[CH:3][CH:4]=1)([O-:16])=[O:15], predict the reactants needed to synthesize it. The reactants are: [OH:1][C:2]1[CH:7]=[CH:6][C:5]([C:8]2[CH:13]=[CH:12][CH:11]=[CH:10][C:9]=2[N+:14]([O-:16])=[O:15])=[CH:4][CH:3]=1.C[O:18][C:19](=[O:28])[C:20]1[CH:25]=[CH:24][CH:23]=[C:22]([CH2:26]Br)[CH:21]=1.